This data is from Catalyst prediction with 721,799 reactions and 888 catalyst types from USPTO. The task is: Predict which catalyst facilitates the given reaction. (1) Reactant: [Cl:1][C:2]1[CH:24]=[CH:23][CH:22]=[CH:21][C:3]=1[O:4][C:5]1[CH2:9][N:8]([CH:10]([CH2:14][CH2:15][C:16]([CH3:19])([CH3:18])[CH3:17])[C:11]([OH:13])=O)[C:7](=[O:20])[CH:6]=1.CN(C)CCCN=C=NCC.ON1C2C=CC=CC=2N=N1.[CH3:46][C:47]1([CH3:59])[O:51][C@H:50]([CH2:52][N:53]2[CH:57]=[CH:56][C:55]([NH2:58])=[N:54]2)[CH2:49][O:48]1. Product: [CH3:46][C:47]1([CH3:59])[O:51][C@H:50]([CH2:52][N:53]2[CH:57]=[CH:56][C:55]([NH:58][C:11](=[O:13])[CH:10]([N:8]3[CH2:9][C:5]([O:4][C:3]4[CH:21]=[CH:22][CH:23]=[CH:24][C:2]=4[Cl:1])=[CH:6][C:7]3=[O:20])[CH2:14][CH2:15][C:16]([CH3:17])([CH3:18])[CH3:19])=[N:54]2)[CH2:49][O:48]1. The catalyst class is: 4. (2) Reactant: [CH2:1]([C:3]1[N:8]=[C:7]2[NH:9][N:10]=[C:11]([CH3:12])[C:6]2=[N:5][C:4]=1[C:13]1[C:14]([NH:22][CH3:23])=[N:15][C:16]([CH:19]([CH3:21])[CH3:20])=[CH:17][CH:18]=1)[CH3:2].[CH2:24]([O:26][CH:27]([O:32][CH2:33][CH3:34])[CH:28](Br)[CH2:29][CH3:30])[CH3:25].C([O-])([O-])=O.[K+].[K+]. Product: [CH2:24]([O:26][CH:27]([O:32][CH2:33][CH3:34])[CH:28]([N:9]1[C:7]2=[N:8][C:3]([CH2:1][CH3:2])=[C:4]([C:13]3[C:14]([NH:22][CH3:23])=[N:15][C:16]([CH:19]([CH3:20])[CH3:21])=[CH:17][CH:18]=3)[N:5]=[C:6]2[C:11]([CH3:12])=[N:10]1)[CH2:29][CH3:30])[CH3:25]. The catalyst class is: 3. (3) Reactant: [Cl:1][C:2]1[CH:3]=[C:4]2[C:8](=[CH:9][CH:10]=1)[NH:7][C:6]([C:11]([NH:13][NH2:14])=[O:12])=[CH:5]2.[NH:15]([CH2:22][C:23](O)=[O:24])[C:16]1[CH:21]=[CH:20][CH:19]=[CH:18][CH:17]=1.ON1C2C=CC=CC=2N=N1.C(Cl)CCl. Product: [NH:15]([CH2:22][C:23]([NH:14][NH:13][C:11]([C:6]1[NH:7][C:8]2[C:4]([CH:5]=1)=[CH:3][C:2]([Cl:1])=[CH:10][CH:9]=2)=[O:12])=[O:24])[C:16]1[CH:21]=[CH:20][CH:19]=[CH:18][CH:17]=1. The catalyst class is: 18. (4) Reactant: [NH2:1][C:2]1[CH:3]=[C:4]([C:8]([C:10]2[C:14]3[CH:15]=[N:16][CH:17]=[C:18]([F:19])[C:13]=3[N:12]([C:20]([CH3:31])([CH3:30])[CH2:21][O:22][Si:23]([C:26]([CH3:29])([CH3:28])[CH3:27])([CH3:25])[CH3:24])[CH:11]=2)=[O:9])[CH:5]=[N:6][CH:7]=1.[CH3:32][C:33]1[N:37]([CH2:38][C:39](O)=[O:40])[N:36]=[C:35]([C:42]([F:45])([F:44])[F:43])[CH:34]=1.CCN(C(C)C)C(C)C.C(P1(=O)OP(CCC)(=O)OP(CCC)(=O)O1)CC. Product: [C:26]([Si:23]([CH3:24])([CH3:25])[O:22][CH2:21][C:20]([N:12]1[C:13]2[C:18]([F:19])=[CH:17][N:16]=[CH:15][C:14]=2[C:10]([C:8]([C:4]2[CH:3]=[C:2]([NH:1][C:39](=[O:40])[CH2:38][N:37]3[C:33]([CH3:32])=[CH:34][C:35]([C:42]([F:45])([F:44])[F:43])=[N:36]3)[CH:7]=[N:6][CH:5]=2)=[O:9])=[CH:11]1)([CH3:31])[CH3:30])([CH3:29])([CH3:28])[CH3:27]. The catalyst class is: 1. (5) Reactant: [CH3:1][C:2]1([CH3:22])[CH2:10][C:9]2[NH:8][N:7]=[C:6]([C:11]3[NH:12][C:13]4[C:18]([CH:19]=3)=[CH:17][CH:16]=[C:15]([NH:20][CH3:21])[CH:14]=4)[C:5]=2[CH2:4][CH2:3]1.[N:23]1([C@@H:29]([CH3:33])[C:30]([OH:32])=O)[CH2:28][CH2:27][O:26][CH2:25][CH2:24]1.Cl.C(N=C=NCCCN(C)C)C.C(Cl)(Cl)Cl. Product: [CH3:1][C:2]1([CH3:22])[CH2:10][C:9]2[NH:8][N:7]=[C:6]([C:11]3[NH:12][C:13]4[C:18]([CH:19]=3)=[CH:17][CH:16]=[C:15]([N:20]([CH3:21])[C:30](=[O:32])[C@@H:29]([N:23]3[CH2:24][CH2:25][O:26][CH2:27][CH2:28]3)[CH3:33])[CH:14]=4)[C:5]=2[CH2:4][CH2:3]1. The catalyst class is: 228. (6) Reactant: [C:1]([NH:4][C:5]1[CH:10]=[CH:9][C:8](/[CH:11]=[CH:12]/[C:13]([OH:15])=O)=[CH:7][CH:6]=1)(=[O:3])[CH3:2].[NH2:16][C:17]1[CH:22]=[C:21]([C:23]#[CH:24])[CH:20]=[CH:19][C:18]=1[NH:25]C(=O)OC(C)(C)C.CN(C(ON1N=NC2C=CC=NC1=2)=[N+](C)C)C.F[P-](F)(F)(F)(F)F.CCN(C(C)C)C(C)C. Product: [C:1]([NH:4][C:5]1[CH:6]=[CH:7][C:8](/[CH:11]=[CH:12]/[C:13]([NH:16][C:17]2[CH:22]=[C:21]([C:23]#[CH:24])[CH:20]=[CH:19][C:18]=2[NH2:25])=[O:15])=[CH:9][CH:10]=1)(=[O:3])[CH3:2]. The catalyst class is: 1. (7) Reactant: [Cl:1][C:2]1[CH:7]=[C:6]([Sn](C)(C)C)[CH:5]=[CH:4][C:3]=1[S:12][CH:13]1[CH2:19][CH:18]2[N:20]([CH3:21])[CH:15]([CH2:16][CH2:17]2)[CH2:14]1.[Cl:22][C:23]1[CH:28]=[CH:27][C:26](Br)=[CH:25][N:24]=1.[Cl-].[Li+]. Product: [Cl:1][C:2]1[CH:7]=[C:6]([C:26]2[CH:25]=[N:24][C:23]([Cl:22])=[CH:28][CH:27]=2)[CH:5]=[CH:4][C:3]=1[S:12][CH:13]1[CH2:19][CH:18]2[N:20]([CH3:21])[CH:15]([CH2:16][CH2:17]2)[CH2:14]1. The catalyst class is: 755.